This data is from Reaction yield outcomes from USPTO patents with 853,638 reactions. The task is: Predict the reaction yield, written as a fraction of the theoretical maximum amount of product (1.0 means a 100% yield; for example, 0.34 means a 34% yield). (1) The reactants are C([O:8][NH:9][C:10](=[O:38])[CH2:11][CH:12]([C:27]1[CH:32]=[CH:31][C:30]([O:33][CH3:34])=[C:29]([O:35][CH2:36][CH3:37])[CH:28]=1)[N:13]1[C:17](=[O:18])[C:16]2=[C:19]([N+:23]([O-])=O)[CH:20]=[CH:21][CH:22]=[C:15]2[C:14]1=[O:26])C1C=CC=CC=1.CCOCC. The catalyst is C(OCC)(=O)C.CO.[Pd]. The product is [NH2:23][C:19]1[CH:20]=[CH:21][CH:22]=[C:15]2[C:14]([N:13]([CH:12]([C:27]3[CH:32]=[CH:31][C:30]([O:33][CH3:34])=[C:29]([O:35][CH2:36][CH3:37])[CH:28]=3)[CH2:11][C:10]([NH:9][OH:8])=[O:38])[C:17](=[O:18])[C:16]=12)=[O:26]. The yield is 0.640. (2) The reactants are Br[C:2]1[C:3]([NH:8][C:9]2[S:10][CH:11]=[C:12]([CH3:14])[N:13]=2)=[N:4][CH:5]=[CH:6][CH:7]=1.C([O-])([O-])=O.[Cs+].[Cs+].[CH2:21](B1C2CCCC1CCC2)[C:22]1[CH:27]=[CH:26][CH:25]=[CH:24][CH:23]=1.[ClH:37]. The catalyst is Cl[Pd]Cl.O.CN(C=O)C. The product is [ClH:37].[CH2:21]([C:2]1[C:3]([NH:8][C:9]2[S:10][CH:11]=[C:12]([CH3:14])[N:13]=2)=[N:4][CH:5]=[CH:6][CH:7]=1)[C:22]1[CH:27]=[CH:26][CH:25]=[CH:24][CH:23]=1. The yield is 0.506. (3) The reactants are [CH2:1]([O:8][C:9]1[CH:14]=[CH:13][C:12]([C:15]([C:20]2[CH:33]=[CH:32][C:23]([O:24][CH2:25][C:26](N(OC)C)=[O:27])=[C:22]([CH3:34])[CH:21]=2)([CH2:18][CH3:19])[CH2:16][CH3:17])=[CH:11][C:10]=1[CH3:35])[C:2]1[CH:7]=[CH:6][CH:5]=[CH:4][CH:3]=1.[CH:36]([Mg]Cl)([CH3:38])[CH3:37]. The catalyst is C1COCC1. The product is [CH2:1]([O:8][C:9]1[CH:14]=[CH:13][C:12]([C:15]([C:20]2[CH:33]=[CH:32][C:23]([O:24][CH2:25][C:26](=[O:27])[CH:36]([CH3:38])[CH3:37])=[C:22]([CH3:34])[CH:21]=2)([CH2:18][CH3:19])[CH2:16][CH3:17])=[CH:11][C:10]=1[CH3:35])[C:2]1[CH:3]=[CH:4][CH:5]=[CH:6][CH:7]=1. The yield is 0.440. (4) The reactants are [NH2:1][C:2]1[CH:3]=[C:4]([C:8]2[C:16]3[C:11](=[CH:12][CH:13]=[C:14]([C:17]([NH2:19])=[O:18])[CH:15]=3)[N:10](C3CCCCO3)[N:9]=2)[CH:5]=[CH:6][CH:7]=1.[OH:26][C:27]1[CH:28]=[C:29]([CH:33]=[CH:34][CH:35]=1)[C:30](O)=[O:31].CCN=C=NCCCN(C)C. No catalyst specified. The product is [OH:26][C:27]1[CH:28]=[C:29]([C:30]([NH:1][C:2]2[CH:3]=[C:4]([C:8]3[C:16]4[C:11](=[CH:12][CH:13]=[C:14]([C:17]([NH2:19])=[O:18])[CH:15]=4)[NH:10][N:9]=3)[CH:5]=[CH:6][CH:7]=2)=[O:31])[CH:33]=[CH:34][CH:35]=1. The yield is 0.0300. (5) The reactants are [NH:1]1[C:5]2=[N:6][CH:7]=[N:8][C:9]([NH2:10])=[C:4]2[CH:3]=[N:2]1.[I:11]N1C(=O)CCC1=O. The catalyst is CN(C)C=O.O. The product is [I:11][C:3]1[C:4]2[C:5](=[N:6][CH:7]=[N:8][C:9]=2[NH2:10])[NH:1][N:2]=1. The yield is 0.520.